This data is from Reaction yield outcomes from USPTO patents with 853,638 reactions. The task is: Predict the reaction yield, written as a fraction of the theoretical maximum amount of product (1.0 means a 100% yield; for example, 0.34 means a 34% yield). (1) The reactants are [CH:1]([NH-:4])([CH3:3])[CH3:2].[OH:5][C:6]1[CH:14]=[C:13]2[C:9]([C:10]([C:19]3[CH:24]=[CH:23][CH:22]=[CH:21][CH:20]=3)=[C:11]([C:16]([O-:18])=[O:17])[C:12]2=[O:15])=[CH:8][CH:7]=1.O[CH2:26][CH2:27][N:28]1[CH2:33][CH2:32][O:31][CH2:30][CH2:29]1.C1(P(C2C=CC=CC=2)C2C=CC=CC=2)C=CC=CC=1.N(C(OC(C)C)=O)=NC(OC(C)C)=O. The catalyst is O1CCCC1.C1C=CC=CC=1. The product is [CH:1]([NH-:4])([CH3:3])[CH3:2].[N:28]1([CH2:27][CH2:26][O:5][C:6]2[CH:14]=[C:13]3[C:9]([C:10]([C:19]4[CH:24]=[CH:23][CH:22]=[CH:21][CH:20]=4)=[C:11]([C:16]([O-:18])=[O:17])[C:12]3=[O:15])=[CH:8][CH:7]=2)[CH2:33][CH2:32][O:31][CH2:30][CH2:29]1. The yield is 0.990. (2) The reactants are [I:1][CH2:2][CH2:3][CH2:4][CH2:5][CH2:6][CH2:7][CH2:8][CH2:9]I.[N:11]1[CH:16]=[CH:15][CH:14]=[CH:13][CH:12]=1. No catalyst specified. The product is [I-:1].[I-:1].[CH2:2]([N+:11]1[CH:16]=[CH:15][CH:14]=[CH:13][CH:12]=1)[CH2:3][CH2:4][CH2:5][CH2:6][CH2:7][CH2:8][CH2:9][N+:11]1[CH:16]=[CH:15][CH:14]=[CH:13][CH:12]=1. The yield is 0.930. (3) The reactants are [CH3:1][C:2]1[C:7]([CH2:8][C:9]#[N:10])=[CH:6][CH:5]=[CH:4][CH:3]=1.[N+:11]([C:14]1[S:15][CH:16]=[CH:17][CH:18]=1)([O-])=[O:12].[OH-].[K+]. The catalyst is CO. The product is [OH:12][N:11]=[C:14]1[S:15][C:16](=[C:8]([C:7]2[CH:6]=[CH:5][CH:4]=[CH:3][C:2]=2[CH3:1])[C:9]#[N:10])[CH:17]=[CH:18]1. The yield is 0.340. (4) The reactants are [S:1]([NH:11][C@H:12]([C:29]1[CH:34]=[CH:33][CH:32]=[C:31]([O:35][CH2:36][C:37]2[CH:42]=[CH:41][CH:40]=[CH:39][CH:38]=2)[CH:30]=1)[C@@H:13]([C:15]1[CH:20]=[CH:19][CH:18]=[C:17]([O:21][CH2:22][C:23]2[CH:28]=[CH:27][CH:26]=[CH:25][CH:24]=2)[CH:16]=1)[NH2:14])([C:4]1[CH:10]=[CH:9][C:7]([CH3:8])=[CH:6][CH:5]=1)(=[O:3])=[O:2].C(N(CC)C(C)C)(C)C.[C:52](O[C:52]([O:54][C:55]([CH3:58])([CH3:57])[CH3:56])=[O:53])([O:54][C:55]([CH3:58])([CH3:57])[CH3:56])=[O:53]. The catalyst is C(Cl)Cl. The product is [C:52]([NH:14][C@H:13]([C:15]1[CH:20]=[CH:19][CH:18]=[C:17]([O:21][CH2:22][C:23]2[CH:28]=[CH:27][CH:26]=[CH:25][CH:24]=2)[CH:16]=1)[C@@H:12]([C:29]1[CH:34]=[CH:33][CH:32]=[C:31]([O:35][CH2:36][C:37]2[CH:42]=[CH:41][CH:40]=[CH:39][CH:38]=2)[CH:30]=1)[NH:11][S:1]([C:4]1[CH:10]=[CH:9][C:7]([CH3:8])=[CH:6][CH:5]=1)(=[O:2])=[O:3])([O:54][C:55]([CH3:58])([CH3:57])[CH3:56])=[O:53]. The yield is 0.956.